Dataset: Catalyst prediction with 721,799 reactions and 888 catalyst types from USPTO. Task: Predict which catalyst facilitates the given reaction. (1) Reactant: Br[CH2:2][C:3]([C:5]1[C:10](=[O:11])[NH:9][C:8]([CH3:12])=[C:7]([C:13]([O:15][CH2:16][CH3:17])=[O:14])[CH:6]=1)=O.[C:18]([NH2:26])(=[S:25])[C:19]1[CH:24]=[CH:23][CH:22]=[CH:21][CH:20]=1. Product: [CH3:12][C:8]1[NH:9][C:10](=[O:11])[C:5]([C:3]2[N:26]=[C:18]([C:19]3[CH:24]=[CH:23][CH:22]=[CH:21][CH:20]=3)[S:25][CH:2]=2)=[CH:6][C:7]=1[C:13]([O:15][CH2:16][CH3:17])=[O:14]. The catalyst class is: 14. (2) Reactant: C[O:2][C:3](=O)[C:4]1[C:9]([Br:10])=[CH:8][CH:7]=[C:6]([N+:11]([O-:13])=[O:12])[C:5]=1[CH2:14]Br.[OH-].[NH4+:18]. Product: [Br:10][C:9]1[CH:8]=[CH:7][C:6]([N+:11]([O-:13])=[O:12])=[C:5]2[C:4]=1[C:3](=[O:2])[NH:18][CH2:14]2. The catalyst class is: 1. (3) Reactant: [C:1]1([OH:11])[C:10]2[CH2:9][CH2:8][CH2:7][CH2:6][C:5]=2[CH:4]=[CH:3][CH:2]=1.[H-].[Na+].Cl[CH2:15][O:16][CH3:17]. Product: [CH3:15][O:16][CH2:17][O:11][C:1]1[CH:2]=[CH:3][CH:4]=[C:5]2[C:10]=1[CH2:9][CH2:8][CH2:7][CH2:6]2. The catalyst class is: 9. (4) Reactant: [F:1][C:2]([F:20])([F:19])[O:3][C:4]1[CH:5]=[C:6]([N:10]2[CH:14]=[C:13]([CH2:15][C:16](O)=[O:17])[N:12]=[CH:11]2)[CH:7]=[CH:8][CH:9]=1.C[N:22](C(ON1N=NC2C=CC=NC1=2)=[N+](C)C)C.F[P-](F)(F)(F)(F)F.[NH4+].[OH-]. Product: [F:1][C:2]([F:20])([F:19])[O:3][C:4]1[CH:5]=[C:6]([N:10]2[CH:14]=[C:13]([CH2:15][C:16]([NH2:22])=[O:17])[N:12]=[CH:11]2)[CH:7]=[CH:8][CH:9]=1. The catalyst class is: 3. (5) Reactant: [C:1]([O:5]C(=O)[NH:7][C:8]1[CH:13]=[C:12]([CH3:14])[C:11]([CH2:15][NH:16][C:17]([C:19]2[C:20]3[C:21]([CH3:32])=[CH:22][N:23]([CH:29]([CH3:31])[CH3:30])[C:24]=3[CH:25]=[C:26]([Br:28])[CH:27]=2)=[O:18])=[C:10]([O:33]C)[N:9]=1)(C)(C)C.[Si](I)(C)(C)C. Product: [NH4+:7].[OH-:5].[CH3:1][OH:5].[NH2:7][C:8]1[NH:9][C:10](=[O:33])[C:11]([CH2:15][NH:16][C:17]([C:19]2[C:20]3[C:21]([CH3:32])=[CH:22][N:23]([CH:29]([CH3:30])[CH3:31])[C:24]=3[CH:25]=[C:26]([Br:28])[CH:27]=2)=[O:18])=[C:12]([CH3:14])[CH:13]=1. The catalyst class is: 291. (6) Reactant: [NH2:1][C:2]1[CH:11]=[CH:10][C:9](Br)=[CH:8][C:3]=1[C:4]([O:6][CH3:7])=[O:5].[O-]P([O-])([O-])=O.[K+].[K+].[K+].P([CH:34]1[CH2:39][CH2:38]CCC1)(C1CCCCC1)C1CCCCC1. The catalyst class is: 93. Product: [NH2:1][C:2]1[CH:11]=[CH:10][C:9]([CH:38]2[CH2:39][CH2:34]2)=[CH:8][C:3]=1[C:4]([O:6][CH3:7])=[O:5]. (7) Reactant: [Cl:1][C:2]1[CH:7]=[CH:6][C:5]([CH:8]([C:10]2[N:11]([CH3:21])[C:12]([S:15][CH2:16][CH2:17][N:18]([CH3:20])[CH3:19])=[N:13][CH:14]=2)[OH:9])=[CH:4][CH:3]=1. Product: [Cl:1][C:2]1[CH:7]=[CH:6][C:5]([C:8]([C:10]2[N:11]([CH3:21])[C:12]([S:15][CH2:16][CH2:17][N:18]([CH3:19])[CH3:20])=[N:13][CH:14]=2)=[O:9])=[CH:4][CH:3]=1. The catalyst class is: 704.